Dataset: Catalyst prediction with 721,799 reactions and 888 catalyst types from USPTO. Task: Predict which catalyst facilitates the given reaction. (1) Reactant: [Cl:1][C:2]1[CH:7]=[CH:6][C:5]([NH:8][CH:9]2[CH2:13][CH2:12][NH:11][CH2:10]2)=[CH:4][CH:3]=1.[O:14]1[CH2:16][CH:15]1[CH2:17][O:18][C:19]1[CH:24]=[CH:23][CH:22]=[CH:21][C:20]=1[NH:25][C:26](=[O:28])[CH3:27].C([O-])([O-])=O.[K+].[K+]. Product: [Cl:1][C:2]1[CH:3]=[CH:4][C:5]([NH:8][CH:9]2[CH2:13][CH2:12][N:11]([CH2:16][CH:15]([OH:14])[CH2:17][O:18][C:19]3[CH:24]=[CH:23][CH:22]=[CH:21][C:20]=3[NH:25][C:26](=[O:28])[CH3:27])[CH2:10]2)=[CH:6][CH:7]=1. The catalyst class is: 8. (2) Reactant: [Cl:1][C:2]1[CH:7]=[C:6]([C:8]#[N:9])[CH:5]=[CH:4][C:3]=1[C:10](=[O:36])[CH2:11][C:12]([C:14]1[C:15](O)=[C:16]([CH:24]2[CH2:28][CH2:27][N:26]([CH3:29])[CH:25]2[CH2:30][O:31]C(=O)C)[C:17]([O:22][CH3:23])=[CH:18][C:19]=1[O:20][CH3:21])=[O:13].C([O-])(O)=O.[Na+]. Product: [Cl:1][C:2]1[CH:7]=[C:6]([C:8]#[N:9])[CH:5]=[CH:4][C:3]=1[C:10]1[O:36][C:15]2[C:14]([C:12](=[O:13])[CH:11]=1)=[C:19]([O:20][CH3:21])[CH:18]=[C:17]([O:22][CH3:23])[C:16]=2[C@@H:24]1[CH2:28][CH2:27][N:26]([CH3:29])[C@H:25]1[CH2:30][OH:31]. The catalyst class is: 33. (3) Reactant: [CH3:1][O:2][C:3](=[O:14])[C:4]1[CH:9]=[CH:8][C:7](F)=[C:6]([N+:11]([O-:13])=[O:12])[CH:5]=1.C(=O)([O-])[O-].[K+].[K+].Cl.[Cl:22][CH2:23][CH2:24][NH2:25]. Product: [CH3:1][O:2][C:3](=[O:14])[C:4]1[CH:9]=[CH:8][C:7]([NH:25][CH2:24][CH2:23][Cl:22])=[C:6]([N+:11]([O-:13])=[O:12])[CH:5]=1. The catalyst class is: 3. (4) Reactant: [CH3:1][C:2]1[CH:7]=[CH:6][CH:5]=[C:4]([CH3:8])[C:3]=1[C:9]#[C:10][C:11]1[CH:12]=[C:13]([CH2:17][CH2:18][CH2:19][N:20]2C(=O)C3C(=CC=CC=3)C2=O)[CH:14]=[CH:15][CH:16]=1.O.NN. Product: [CH3:8][C:4]1[CH:5]=[CH:6][CH:7]=[C:2]([CH3:1])[C:3]=1[C:9]#[C:10][C:11]1[CH:12]=[C:13]([CH2:17][CH2:18][CH2:19][NH2:20])[CH:14]=[CH:15][CH:16]=1. The catalyst class is: 14. (5) Reactant: [NH2:1][C:2]1([C:8]([OH:10])=[O:9])[CH2:7][CH2:6][CH2:5][CH2:4][CH2:3]1.[OH-].[Na+].[C:13](O[C:13]([O:15][C:16]([CH3:19])([CH3:18])[CH3:17])=[O:14])([O:15][C:16]([CH3:19])([CH3:18])[CH3:17])=[O:14]. Product: [C:16]([O:15][C:13]([NH:1][C:2]1([C:8]([OH:10])=[O:9])[CH2:7][CH2:6][CH2:5][CH2:4][CH2:3]1)=[O:14])([CH3:19])([CH3:18])[CH3:17]. The catalyst class is: 12.